From a dataset of Full USPTO retrosynthesis dataset with 1.9M reactions from patents (1976-2016). Predict the reactants needed to synthesize the given product. (1) Given the product [Cl:1][C:2]1[CH:3]=[N+:4]([O-:29])[CH:5]=[CH:6][C:7]=1[C:8]1[O:9][C:10]2[CH:16]=[CH:15][C:14]([C:17]([F:18])([F:19])[F:20])=[CH:13][C:11]=2[CH:12]=1, predict the reactants needed to synthesize it. The reactants are: [Cl:1][C:2]1[CH:3]=[N:4][CH:5]=[CH:6][C:7]=1[C:8]1[O:9][C:10]2[CH:16]=[CH:15][C:14]([C:17]([F:20])([F:19])[F:18])=[CH:13][C:11]=2[CH:12]=1.ClC1C=CC=C(C(OO)=[O:29])C=1. (2) Given the product [N:23]1[C:24]2[C:19](=[CH:18][C:17]([C:2]3[CH2:7][CH2:6][CH2:5][C:4](=[O:8])[CH:3]=3)=[CH:26][CH:25]=2)[CH:20]=[CH:21][CH:22]=1, predict the reactants needed to synthesize it. The reactants are: Br[C:2]1[CH2:7][CH2:6][CH2:5][C:4](=[O:8])[CH:3]=1.CC1(C)C(C)(C)OB([C:17]2[CH:18]=[C:19]3[C:24](=[CH:25][CH:26]=2)[N:23]=[CH:22][CH:21]=[CH:20]3)O1.